This data is from Reaction yield outcomes from USPTO patents with 853,638 reactions. The task is: Predict the reaction yield, written as a fraction of the theoretical maximum amount of product (1.0 means a 100% yield; for example, 0.34 means a 34% yield). (1) The reactants are [OH:1][C:2]1[CH:7]=[CH:6][C:5]([C:8]2([C:16]3[CH:17]=[C:18]([C:22]4[CH:27]=[CH:26][CH:25]=[C:24]([O:28][CH3:29])[CH:23]=4)[CH:19]=[CH:20][CH:21]=3)[NH:12][C:11](=[S:13])[N:10]([CH3:14])[C:9]2=[O:15])=[CH:4][CH:3]=1.C(N(CC)CC)C.[F:37][C:38]([F:51])([F:50])[S:39](O[S:39]([C:38]([F:51])([F:50])[F:37])(=[O:41])=[O:40])(=[O:41])=[O:40]. The catalyst is ClCCl. The product is [F:37][C:38]([F:51])([F:50])[S:39]([O:1][C:2]1[CH:7]=[CH:6][C:5]([C:8]2([C:16]3[CH:17]=[C:18]([C:22]4[CH:27]=[CH:26][CH:25]=[C:24]([O:28][CH3:29])[CH:23]=4)[CH:19]=[CH:20][CH:21]=3)[C:9](=[O:15])[N:10]([CH3:14])[C:11](=[S:13])[NH:12]2)=[CH:4][CH:3]=1)(=[O:41])=[O:40]. The yield is 0.510. (2) The reactants are [Br:1][C:2]1[S:6][C:5]([NH:7][C:8](=[O:14])[O:9][C:10]([CH3:13])([CH3:12])[CH3:11])=[N:4][CH:3]=1.[CH:15](O)([CH3:17])[CH3:16].C1(P(C2C=CC=CC=2)C2C=CC=CC=2)C=CC=CC=1.N(C(OCC)=O)=NC(OCC)=O. The catalyst is C1COCC1. The product is [Br:1][C:2]1[S:6][C:5]([N:7]([CH:15]([CH3:17])[CH3:16])[C:8](=[O:14])[O:9][C:10]([CH3:11])([CH3:13])[CH3:12])=[N:4][CH:3]=1. The yield is 0.900. (3) The reactants are N1([NH:7][C:8]([O:10][CH2:11][C:12]2[CH:17]=[CH:16][CH:15]=[CH:14][CH:13]=2)=[O:9])CCNCC1.[CH3:18][N:19]([CH3:24])[CH2:20][C:21](O)=[O:22].Cl.C(N=C=NCCCN(C)C)C.O.ON1C2C=CC=CC=2N=N1.[CH2:48]([N:50](CC)[CH2:51][CH3:52])[CH3:49]. The catalyst is O1CCCC1. The product is [CH3:18][N:19]([CH3:24])[CH2:20][C:21]([N:50]1[CH2:51][CH2:52][N:7]([C:8]([O:10][CH2:11][C:12]2[CH:13]=[CH:14][CH:15]=[CH:16][CH:17]=2)=[O:9])[CH2:49][CH2:48]1)=[O:22]. The yield is 0.312. (4) The reactants are C([O:3][C:4](=O)[CH2:5][NH:6][C:7]([CH3:10])([CH3:9])[CH3:8])C.[NH2:12][NH2:13]. The catalyst is C(O)C. The product is [C:7]([NH:6][CH2:5][C:4]([NH:12][NH2:13])=[O:3])([CH3:10])([CH3:9])[CH3:8]. The yield is 0.800. (5) The reactants are C([Sn](CCCC)(CCCC)[C:6]1[O:7][CH:8]=[CH:9][N:10]=1)CCC.Cl[C:20]1[C:25]([CH:26]2[CH2:31][CH2:30][N:29]([CH:32]3[CH2:38][CH2:37][CH2:36][N:35]([C:39]([O:41][CH2:42][CH3:43])=[O:40])[CH2:34][CH2:33]3)[CH2:28][CH2:27]2)=[CH:24][CH:23]=[CH:22][N:21]=1. The catalyst is O1CCOCC1.C1C=CC(P(C2C=CC=CC=2)[C-]2C=CC=C2)=CC=1.C1C=CC(P(C2C=CC=CC=2)[C-]2C=CC=C2)=CC=1.Cl[Pd]Cl.[Fe+2]. The product is [O:7]1[CH:8]=[CH:9][N:10]=[C:6]1[C:20]1[C:25]([CH:26]2[CH2:31][CH2:30][N:29]([CH:32]3[CH2:38][CH2:37][CH2:36][N:35]([C:39]([O:41][CH2:42][CH3:43])=[O:40])[CH2:34][CH2:33]3)[CH2:28][CH2:27]2)=[CH:24][CH:23]=[CH:22][N:21]=1. The yield is 0.400.